From a dataset of Catalyst prediction with 721,799 reactions and 888 catalyst types from USPTO. Predict which catalyst facilitates the given reaction. (1) Reactant: [Cl:1][C:2]1[CH:7]=[C:6](I)[C:5]([C:9]([F:12])([F:11])[F:10])=[CH:4][N:3]=1.[NH2:13][C:14]1[CH:23]=[CH:22][CH:21]=[CH:20][C:15]=1[C:16]([NH:18][CH3:19])=[O:17].CC1(C)C2C(=C(P(C3C=CC=CC=3)C3C=CC=CC=3)C=CC=2)OC2C(P(C3C=CC=CC=3)C3C=CC=CC=3)=CC=CC1=2.C(=O)([O-])[O-].[Cs+].[Cs+]. Product: [Cl:1][C:2]1[CH:7]=[C:6]([NH:13][C:14]2[CH:23]=[CH:22][CH:21]=[CH:20][C:15]=2[C:16]([NH:18][CH3:19])=[O:17])[C:5]([C:9]([F:12])([F:11])[F:10])=[CH:4][N:3]=1. The catalyst class is: 62. (2) Reactant: [NH2:1][C:2]1[S:3][CH:4]=[C:5]([C:7]([CH3:10])([CH3:9])[CH3:8])[N:6]=1.[Br:11]N1C(=O)CCC1=O.CCCCCC. Product: [NH2:1][CH:2]1[N:6]([Br:11])[C:5]([C:7]([CH3:10])([CH3:9])[CH3:8])=[CH:4][S:3]1. The catalyst class is: 53. (3) Reactant: [NH2:1][C:2]1([C:8]([OH:10])=[O:9])[CH2:7][CH2:6][CH2:5][CH2:4][CH2:3]1.[CH2:11](O)[C:12]1[CH:17]=[CH:16][CH:15]=[CH:14][CH:13]=1.O.C1(C)C=CC(S(O)(=O)=O)=CC=1.C1C=CC=CC=1. Product: [NH2:1][C:2]1([C:8]([O:10][CH2:11][C:12]2[CH:17]=[CH:16][CH:15]=[CH:14][CH:13]=2)=[O:9])[CH2:7][CH2:6][CH2:5][CH2:4][CH2:3]1. The catalyst class is: 28. (4) Reactant: [Cl:1][C:2]1[N:3]=[C:4]([N:12]2[CH2:17][CH2:16][O:15][CH2:14][CH2:13]2)[C:5]2[N:10]=[C:9]([CH3:11])[S:8][C:6]=2[N:7]=1.CN(C)CCN(C)C.[Li]CCCC.[CH:31](=[O:38])[C:32]1[CH:37]=[CH:36][CH:35]=[CH:34][CH:33]=1. Product: [Cl:1][C:2]1[N:3]=[C:4]([N:12]2[CH2:17][CH2:16][O:15][CH2:14][CH2:13]2)[C:5]2[N:10]=[C:9]([CH2:11][CH:31]([C:32]3[CH:37]=[CH:36][CH:35]=[CH:34][CH:33]=3)[OH:38])[S:8][C:6]=2[N:7]=1. The catalyst class is: 1. (5) Reactant: C([O:3][C:4](=[O:29])[C:5]1[CH:10]=[CH:9][CH:8]=[C:7]([N:11]2[CH2:16][CH2:15][N:14]([CH2:17][CH2:18][CH:19]3[CH2:28][CH2:27][C:22]4([O:26][CH2:25][CH2:24][O:23]4)[CH2:21][CH2:20]3)[CH2:13][CH2:12]2)[CH:6]=1)C.[OH-].[Na+].Cl. Product: [O:23]1[C:22]2([CH2:21][CH2:20][CH:19]([CH2:18][CH2:17][N:14]3[CH2:13][CH2:12][N:11]([C:7]4[CH:6]=[C:5]([CH:10]=[CH:9][CH:8]=4)[C:4]([OH:29])=[O:3])[CH2:16][CH2:15]3)[CH2:28][CH2:27]2)[O:26][CH2:25][CH2:24]1. The catalyst class is: 8. (6) Reactant: [C:1]1([CH3:10])[CH:6]=[CH:5][C:4](B(O)O)=[CH:3][CH:2]=1.[N+:11]([C:14]1[CH:15]=[N:16][NH:17][CH:18]=1)([O-:13])=[O:12].N1C=CC=CC=1. Product: [N+:11]([C:14]1[CH:15]=[N:16][N:17]([C:4]2[CH:5]=[CH:6][C:1]([CH3:10])=[CH:2][CH:3]=2)[CH:18]=1)([O-:13])=[O:12]. The catalyst class is: 302. (7) Reactant: [Br:1][C:2]1[CH:20]=[CH:19][C:5]2[N:6]([C:10]3[S:11][C:12]([C:16]([OH:18])=O)=[C:13]([CH3:15])[N:14]=3)[CH2:7][CH2:8][O:9][C:4]=2[CH:3]=1.O.O[N:23]1[C:27]2C=CC=CC=2N=N1.CCN(C(C)C)C(C)C.C(Cl)CCl.CN. Product: [Br:1][C:2]1[CH:20]=[CH:19][C:5]2[N:6]([C:10]3[S:11][C:12]([C:16]([NH:23][CH3:27])=[O:18])=[C:13]([CH3:15])[N:14]=3)[CH2:7][CH2:8][O:9][C:4]=2[CH:3]=1. The catalyst class is: 2.